From a dataset of Full USPTO retrosynthesis dataset with 1.9M reactions from patents (1976-2016). Predict the reactants needed to synthesize the given product. (1) Given the product [I:20][C:21]1[CH:26]=[CH:25][C:24]([CH2:3][CH2:4][CH2:5][CH2:6][CH2:7][CH2:8][CH2:9][CH3:2])=[CH:23][CH:22]=1, predict the reactants needed to synthesize it. The reactants are: B1[CH:6]2[CH2:7][CH2:8][CH2:9][CH:2]1[CH2:3][CH2:4][CH2:5]2.C=CCCCCCC.[OH-].[Na+].[I:20][C:21]1[CH:26]=[CH:25][C:24](I)=[CH:23][CH:22]=1. (2) Given the product [ClH:1].[CH2:2]([O:9][C:10](=[O:32])[C@H:11]([CH2:28][CH:29]([CH3:30])[CH3:31])[NH:12][C:13](=[O:27])[C@H:14]([CH2:25][OH:26])[NH:15][C:16](=[O:24])[C@H:17]([CH2:19][CH2:20][C:21](=[O:23])[NH2:22])[NH:18][C:48](=[O:49])[CH2:47][NH:41][CH:36]1[CH2:35][CH2:34][CH2:33][CH2:38][CH2:37]1)[C:3]1[CH:4]=[CH:5][CH:6]=[CH:7][CH:8]=1, predict the reactants needed to synthesize it. The reactants are: [ClH:1].[CH2:2]([O:9][C:10](=[O:32])[C@H:11]([CH2:28][CH:29]([CH3:31])[CH3:30])[NH:12][C:13](=[O:27])[C@H:14]([CH2:25][OH:26])[NH:15][C:16](=[O:24])[C@H:17]([CH2:19][CH2:20][C:21](=[O:23])[NH2:22])[NH2:18])[C:3]1[CH:8]=[CH:7][CH:6]=[CH:5][CH:4]=1.[CH:33]1[CH:38]=[C:37]2N=N[N:41](O)[C:36]2=[CH:35][CH:34]=1.O.C(N1CC[O:49][CH2:48][CH2:47]1)C.CCN=C=NCCCN(C)C.Cl. (3) Given the product [Br:1][C:2]1[CH:7]=[CH:6][C:5]([O:8][CH2:10][CH2:11][CH2:12][C:13]([F:16])([F:15])[F:14])=[CH:4][CH:3]=1, predict the reactants needed to synthesize it. The reactants are: [Br:1][C:2]1[CH:7]=[CH:6][C:5]([OH:8])=[CH:4][CH:3]=1.Br[CH2:10][CH2:11][CH2:12][C:13]([F:16])([F:15])[F:14].C([O-])([O-])=O.[K+].[K+]. (4) Given the product [I:11][C:12]1[C:20]2[C:15](=[N:16][CH:17]=[C:18]([C:34]3[CH:35]=[CH:36][CH:37]=[CH:38][CH:39]=3)[C:19]=2[N:21]2[CH2:26][CH2:25][N:24]([C:27]([O:29][C:30]([CH3:33])([CH3:32])[CH3:31])=[O:28])[CH2:23][CH2:22]2)[N:14]([CH2:2][C:3]2[CH:8]=[CH:7][C:6]([O:9][CH3:10])=[CH:5][CH:4]=2)[N:13]=1, predict the reactants needed to synthesize it. The reactants are: Cl[CH2:2][C:3]1[CH:8]=[CH:7][C:6]([O:9][CH3:10])=[CH:5][CH:4]=1.[I:11][C:12]1[C:20]2[C:15](=[N:16][CH:17]=[C:18]([C:34]3[CH:39]=[CH:38][CH:37]=[CH:36][CH:35]=3)[C:19]=2[N:21]2[CH2:26][CH2:25][N:24]([C:27]([O:29][C:30]([CH3:33])([CH3:32])[CH3:31])=[O:28])[CH2:23][CH2:22]2)[NH:14][N:13]=1.C([O-])([O-])=O.[K+].[K+].CCOC(C)=O. (5) Given the product [Cl:1][C:2]1[C:3]([CH2:4][NH2:5])=[CH:6][CH:7]=[C:8]([C:10]([F:11])([F:12])[F:13])[N:9]=1, predict the reactants needed to synthesize it. The reactants are: [Cl:1][C:2]1[N:9]=[C:8]([C:10]([F:13])([F:12])[F:11])[CH:7]=[CH:6][C:3]=1[C:4]#[N:5]. (6) Given the product [NH2:8][CH2:7][C:6]1[CH:9]=[CH:10][C:3]([CH2:2][OH:1])=[CH:4][CH:5]=1, predict the reactants needed to synthesize it. The reactants are: [OH:1][CH2:2][C:3]1[CH:10]=[CH:9][C:6]([C:7]#[N:8])=[CH:5][CH:4]=1.[H-].[H-].[H-].[H-].[Li+].[Al+3]. (7) Given the product [C:1]([O:5][CH2:6][C:7]1[CH:8]=[C:9]([C:13]2[N:21]3[C:16]([CH:17]=[N:18][C:19]([NH:33][C:32]4[CH:34]=[CH:35][CH:36]=[C:30]([N:27]5[CH2:26][CH2:25][N:24]([CH3:23])[CH2:29][CH2:28]5)[CH:31]=4)=[N:20]3)=[CH:15][CH:14]=2)[CH:10]=[CH:11][CH:12]=1)([CH3:4])([CH3:3])[CH3:2], predict the reactants needed to synthesize it. The reactants are: [C:1]([O:5][CH2:6][C:7]1[CH:8]=[C:9]([C:13]2[N:21]3[C:16]([CH:17]=[N:18][C:19](O)=[N:20]3)=[CH:15][CH:14]=2)[CH:10]=[CH:11][CH:12]=1)([CH3:4])([CH3:3])[CH3:2].[CH3:23][N:24]1[CH2:29][CH2:28][N:27]([C:30]2[CH:31]=[C:32]([CH:34]=[CH:35][CH:36]=2)[NH2:33])[CH2:26][CH2:25]1. (8) Given the product [O:1]=[C:2]1[CH2:6][CH2:5][C@@H:4]([C:7]2[CH:19]=[CH:18][C:10]([O:11][CH2:12][C:13]([OH:15])=[O:14])=[CH:9][CH:8]=2)[CH2:3]1, predict the reactants needed to synthesize it. The reactants are: [O:1]=[C:2]1[CH2:6][CH2:5][C@@H:4]([C:7]2[CH:19]=[CH:18][C:10]([O:11][CH2:12][C:13]([O:15]CC)=[O:14])=[CH:9][CH:8]=2)[CH2:3]1.O[Li].O.